From a dataset of Catalyst prediction with 721,799 reactions and 888 catalyst types from USPTO. Predict which catalyst facilitates the given reaction. Reactant: [OH:1][C:2]1[C:7]([NH:8][C:9](=[O:18])[O:10][CH2:11][C:12]2[CH:17]=[CH:16][CH:15]=[CH:14][CH:13]=2)=[CH:6][C:5]([I:19])=[CH:4][N:3]=1.[CH3:20]I. Product: [I:19][C:5]1[CH:6]=[C:7]([NH:8][C:9](=[O:18])[O:10][CH2:11][C:12]2[CH:17]=[CH:16][CH:15]=[CH:14][CH:13]=2)[C:2]([O:1][CH3:20])=[N:3][CH:4]=1. The catalyst class is: 22.